The task is: Regression. Given a peptide amino acid sequence and an MHC pseudo amino acid sequence, predict their binding affinity value. This is MHC class II binding data.. This data is from Peptide-MHC class II binding affinity with 134,281 pairs from IEDB. (1) The peptide sequence is DVKFPGGGQIVGTVY. The MHC is HLA-DQA10501-DQB10301 with pseudo-sequence HLA-DQA10501-DQB10301. The binding affinity (normalized) is 0.730. (2) The peptide sequence is YNTDGSTDYGILQINSR. The MHC is HLA-DQA10301-DQB10302 with pseudo-sequence HLA-DQA10301-DQB10302. The binding affinity (normalized) is 0.128. (3) The peptide sequence is YDKFLANVSHVLTGK. The MHC is DRB1_1602 with pseudo-sequence DRB1_1602. The binding affinity (normalized) is 0.736.